This data is from Catalyst prediction with 721,799 reactions and 888 catalyst types from USPTO. The task is: Predict which catalyst facilitates the given reaction. (1) Reactant: [H-].C([Al+]CC(C)C)C(C)C.[CH3:11][N:12]1[CH:16]=[C:15]([N+:17]([O-:19])=[O:18])[C:14]([C:20](OC)=[O:21])=[N:13]1.C(O)(=O)CC(CC(O)=O)(C(O)=O)O. Product: [CH3:11][N:12]1[CH:16]=[C:15]([N+:17]([O-:19])=[O:18])[C:14]([CH2:20][OH:21])=[N:13]1. The catalyst class is: 247. (2) Reactant: [I:1][C:2]1[CH:3]=[C:4]([CH:9]=[CH:10][CH:11]=1)[C:5]([NH:7][NH2:8])=[O:6].[CH3:12][O:13][C:14]1[CH:15]=[C:16]([CH:20]=[CH:21][CH:22]=1)[C:17](Cl)=[O:18].N1C=CC=CC=1.O. Product: [I:1][C:2]1[CH:3]=[C:4]([CH:9]=[CH:10][CH:11]=1)[C:5]([NH:7][NH:8][C:17](=[O:18])[C:16]1[CH:20]=[CH:21][CH:22]=[C:14]([O:13][CH3:12])[CH:15]=1)=[O:6]. The catalyst class is: 118. (3) Reactant: [CH3:1][O:2][CH2:3][CH:4]([NH:6][C:7]([C:9]1[CH:10]=[C:11]([C:22]2[CH:27]=[CH:26][C:25]([CH3:28])=[CH:24][CH:23]=2)[CH:12]=[C:13]([C:15](=[O:21])[CH:16]=[CH:17][N:18](C)C)[CH:14]=1)=[O:8])[CH3:5].OOS(N)(=O)=O. Product: [CH3:1][O:2][CH2:3][CH:4]([NH:6][C:7]([C:9]1[CH:10]=[C:11]([C:22]2[CH:27]=[CH:26][C:25]([CH3:28])=[CH:24][CH:23]=2)[CH:12]=[C:13]([C:15]2[O:21][N:18]=[CH:17][CH:16]=2)[CH:14]=1)=[O:8])[CH3:5]. The catalyst class is: 5. (4) Reactant: [C:1]([C:5]1[CH:17]=[CH:16][C:15]2[C:14]3[C:9](=[CH:10][C:11]([C:18]([CH3:21])([CH3:20])[CH3:19])=[CH:12][CH:13]=3)[CH2:8][C:7]=2[CH:6]=1)([CH3:4])([CH3:3])[CH3:2].C([Li])CCC.CCCCCC.C(C1C=C(C)C(=[C:42]([C:49]2[CH:54]=[CH:53][CH:52]=[CH:51][CH:50]=2)[C:43]2[CH:48]=[CH:47][CH:46]=[CH:45][CH:44]=2)C=1)(C)(C)C.Cl. Product: [C:1]([C:5]1[CH:17]=[CH:16][C:15]2[C:14]3[C:9](=[CH:10][C:11]([C:18]([CH3:21])([CH3:20])[CH3:19])=[CH:12][CH:13]=3)[CH2:8][C:7]=2[C:6]=1[CH:42]([C:43]1[CH:48]=[CH:47][CH:46]=[CH:45][CH:44]=1)[C:49]1[CH:54]=[CH:53][CH:52]=[CH:51][CH:50]=1)([CH3:4])([CH3:3])[CH3:2]. The catalyst class is: 27. (5) Reactant: [CH2:1]([O:5][CH2:6][CH2:7][O:8][C:9]1[CH:14]=[CH:13][C:12]([C:15]2[CH:16]=[C:17](/[CH:27]=[C:28](\[CH3:48])/[C:29]([NH:31][C:32]3[CH:37]=[CH:36][C:35]([S:38][CH2:39][C:40]4[N:44]([CH2:45][CH2:46][CH3:47])[CH:43]=[N:42][N:41]=4)=[CH:34][CH:33]=3)=[O:30])[C:18]([N:21]3[CH2:25][CH2:24][CH:23]([CH3:26])[CH2:22]3)=[N:19][CH:20]=2)=[CH:11][CH:10]=1)[CH2:2][CH2:3][CH3:4].ClC1C=CC=C(C(OO)=[O:57])C=1. Product: [CH2:1]([O:5][CH2:6][CH2:7][O:8][C:9]1[CH:10]=[CH:11][C:12]([C:15]2[CH:16]=[C:17](/[CH:27]=[C:28](\[CH3:48])/[C:29]([NH:31][C:32]3[CH:37]=[CH:36][C:35]([S:38]([CH2:39][C:40]4[N:44]([CH2:45][CH2:46][CH3:47])[CH:43]=[N:42][N:41]=4)=[O:57])=[CH:34][CH:33]=3)=[O:30])[C:18]([N:21]3[CH2:25][CH2:24][CH:23]([CH3:26])[CH2:22]3)=[N:19][CH:20]=2)=[CH:13][CH:14]=1)[CH2:2][CH2:3][CH3:4]. The catalyst class is: 4. (6) Reactant: [CH:1]1([N:4]([CH2:18][C:19]2[O:20][CH:21]=[C:22]([C:24]([OH:26])=O)[N:23]=2)[S:5]([C:8]2[C:13]([CH3:14])=[CH:12][C:11]([O:15][CH3:16])=[CH:10][C:9]=2[CH3:17])(=[O:7])=[O:6])[CH2:3][CH2:2]1.CCN=C=NCCCN(C)C.C1C=CC2N(O)N=NC=2C=1.Cl.Cl.[CH3:50][NH:51][CH2:52][C:53]1[CH:64]=[CH:63][C:56]([CH2:57][N:58]2[CH2:61][CH:60]([OH:62])[CH2:59]2)=[CH:55][CH:54]=1. Product: [CH:1]1([N:4]([CH2:18][C:19]2[O:20][CH:21]=[C:22]([C:24]([N:51]([CH2:52][C:53]3[CH:54]=[CH:55][C:56]([CH2:57][N:58]4[CH2:61][CH:60]([OH:62])[CH2:59]4)=[CH:63][CH:64]=3)[CH3:50])=[O:26])[N:23]=2)[S:5]([C:8]2[C:13]([CH3:14])=[CH:12][C:11]([O:15][CH3:16])=[CH:10][C:9]=2[CH3:17])(=[O:6])=[O:7])[CH2:2][CH2:3]1. The catalyst class is: 2.